This data is from NCI-60 drug combinations with 297,098 pairs across 59 cell lines. The task is: Regression. Given two drug SMILES strings and cell line genomic features, predict the synergy score measuring deviation from expected non-interaction effect. (1) Drug 1: CCC1(CC2CC(C3=C(CCN(C2)C1)C4=CC=CC=C4N3)(C5=C(C=C6C(=C5)C78CCN9C7C(C=CC9)(C(C(C8N6C=O)(C(=O)OC)O)OC(=O)C)CC)OC)C(=O)OC)O.OS(=O)(=O)O. Drug 2: CS(=O)(=O)OCCCCOS(=O)(=O)C. Cell line: SF-539. Synergy scores: CSS=5.74, Synergy_ZIP=-1.51, Synergy_Bliss=-6.23, Synergy_Loewe=3.31, Synergy_HSA=-5.83. (2) Cell line: UO-31. Drug 1: CC1=CC2C(CCC3(C2CCC3(C(=O)C)OC(=O)C)C)C4(C1=CC(=O)CC4)C. Synergy scores: CSS=2.82, Synergy_ZIP=2.42, Synergy_Bliss=4.01, Synergy_Loewe=2.43, Synergy_HSA=2.43. Drug 2: C1CC(=O)NC(=O)C1N2C(=O)C3=CC=CC=C3C2=O. (3) Cell line: PC-3. Drug 2: CNC(=O)C1=NC=CC(=C1)OC2=CC=C(C=C2)NC(=O)NC3=CC(=C(C=C3)Cl)C(F)(F)F. Drug 1: C1=CC=C(C=C1)NC(=O)CCCCCCC(=O)NO. Synergy scores: CSS=18.0, Synergy_ZIP=-4.59, Synergy_Bliss=-2.86, Synergy_Loewe=-62.1, Synergy_HSA=-2.34. (4) Cell line: SNB-19. Synergy scores: CSS=33.7, Synergy_ZIP=4.70, Synergy_Bliss=7.12, Synergy_Loewe=7.41, Synergy_HSA=7.86. Drug 2: CC1C(C(=O)NC(C(=O)N2CCCC2C(=O)N(CC(=O)N(C(C(=O)O1)C(C)C)C)C)C(C)C)NC(=O)C3=C4C(=C(C=C3)C)OC5=C(C(=O)C(=C(C5=N4)C(=O)NC6C(OC(=O)C(N(C(=O)CN(C(=O)C7CCCN7C(=O)C(NC6=O)C(C)C)C)C)C(C)C)C)N)C. Drug 1: C1=CC(=CC=C1CCC2=CNC3=C2C(=O)NC(=N3)N)C(=O)NC(CCC(=O)O)C(=O)O. (5) Drug 1: COC1=NC(=NC2=C1N=CN2C3C(C(C(O3)CO)O)O)N. Drug 2: CCN(CC)CCNC(=O)C1=C(NC(=C1C)C=C2C3=C(C=CC(=C3)F)NC2=O)C. Cell line: UACC62. Synergy scores: CSS=-0.368, Synergy_ZIP=0.259, Synergy_Bliss=1.14, Synergy_Loewe=-8.11, Synergy_HSA=-1.86.